Predict the reactants needed to synthesize the given product. From a dataset of Full USPTO retrosynthesis dataset with 1.9M reactions from patents (1976-2016). (1) Given the product [CH3:18][O:19][C:20](=[O:46])[C@@H:21]([NH:31][C:32]([C:34]1[C:39]([CH3:40])=[N:38][C:37]([NH:41][CH2:42][C:43]#[C:44][C:2]2[CH:10]=[C:9]3[C:5]([CH:6]=[N:7][NH:8]3)=[CH:4][CH:3]=2)=[N:36][C:35]=1[CH3:45])=[O:33])[CH2:22][NH:23][C:24]([C:26]1[S:27][CH:28]=[CH:29][CH:30]=1)=[O:25], predict the reactants needed to synthesize it. The reactants are: Br[C:2]1[CH:10]=[C:9]2[C:5]([CH:6]=[N:7][NH:8]2)=[CH:4][CH:3]=1.CCN(CC)CC.[CH3:18][O:19][C:20](=[O:46])[C@@H:21]([NH:31][C:32]([C:34]1[C:35]([CH3:45])=[N:36][C:37]([NH:41][CH2:42][C:43]#[CH:44])=[N:38][C:39]=1[CH3:40])=[O:33])[CH2:22][NH:23][C:24]([C:26]1[S:27][CH:28]=[CH:29][CH:30]=1)=[O:25]. (2) Given the product [CH3:1][S:2]([C:5]1[N:6]=[C:7]([OH:37])[C:8]([C:19]2[CH:24]=[CH:23][C:22]([Cl:25])=[CH:21][CH:20]=2)=[C:9]([C:11]2[CH:16]=[CH:15][C:14]([Cl:17])=[CH:13][C:12]=2[Cl:18])[N:10]=1)(=[O:4])=[O:3], predict the reactants needed to synthesize it. The reactants are: [CH3:1][S:2]([C:5]1[N:10]=[C:9]([C:11]2[CH:16]=[CH:15][C:14]([Cl:17])=[CH:13][C:12]=2[Cl:18])[C:8]([C:19]2[CH:24]=[CH:23][C:22]([Cl:25])=[CH:21][CH:20]=2)=[C:7](S(C)(=O)=O)[N:6]=1)(=[O:4])=[O:3].[C-]#N.[K+].CN(C=[O:37])C. (3) Given the product [CH2:9]([CH2:2][C:1]([OH:4])=[S:3])[CH2:10][CH2:11][CH2:12][CH2:13]/[CH:14]=[CH:15]\[CH2:16][CH2:17][CH2:18][CH2:19][CH2:20][CH2:21][CH3:22], predict the reactants needed to synthesize it. The reactants are: [C:1]([OH:4])(=[S:3])[CH3:2].C[O-].[Na+].Br[CH2:9][CH2:10][CH2:11][CH2:12][CH2:13]/[CH:14]=[CH:15]\[CH2:16][CH2:17][CH2:18][CH2:19][CH2:20][CH2:21][CH3:22].Cl. (4) Given the product [OH:35][CH:11]([C:12]1[CH:17]=[CH:16][CH:15]=[CH:14][C:13]=1[S:18]([N:21]1[CH2:22][CH2:23][CH2:24][CH2:25]1)(=[O:20])=[O:19])[C:10]1[C:9]2[C:8](=[O:26])[CH2:7][C:6]([CH3:27])([CH3:28])[CH2:5][C:4]=2[N:3]([CH2:29][C:30]([OH:32])=[O:31])[C:2]=1[CH3:1], predict the reactants needed to synthesize it. The reactants are: [CH3:1][C:2]1[N:3]([CH2:29][C:30]([O:32]CC)=[O:31])[C:4]2[CH2:5][C:6]([CH3:28])([CH3:27])[CH2:7][C:8](=[O:26])[C:9]=2[C:10]=1[CH2:11][C:12]1[CH:17]=[CH:16][CH:15]=[CH:14][C:13]=1[S:18]([N:21]1[CH2:25][CH2:24][CH2:23][CH2:22]1)(=[O:20])=[O:19].[OH:35]C(C1C=CC=CC=1S(N1CCCC1)(=O)=O)C1C2C(=O)CC(C)(C)CC=2NC=1C. (5) Given the product [Cl:19][C:5]1[C:6]([NH:8][C@@H:9]2[CH2:13][CH2:12][CH2:11][C@H:10]2[NH:14][S:15]([CH3:18])(=[O:17])=[O:16])=[N:7][C:2]([NH:20][C:21]2[CH:34]=[CH:33][C:24]3[N:25]([CH2:31][CH3:32])[C:26](=[O:30])[CH2:27][CH2:28][CH2:29][C:23]=3[C:22]=2[O:35][CH3:36])=[N:3][CH:4]=1, predict the reactants needed to synthesize it. The reactants are: Cl[C:2]1[N:7]=[C:6]([NH:8][C@@H:9]2[CH2:13][CH2:12][CH2:11][C@H:10]2[NH:14][S:15]([CH3:18])(=[O:17])=[O:16])[C:5]([Cl:19])=[CH:4][N:3]=1.[NH2:20][C:21]1[CH:34]=[CH:33][C:24]2[N:25]([CH2:31][CH3:32])[C:26](=[O:30])[CH2:27][CH2:28][CH2:29][C:23]=2[C:22]=1[O:35][CH3:36].C12(CS(O)(=O)=O)C(C)(C)C(CC1)CC2=O. (6) Given the product [O:41]=[S:13]1(=[O:12])[CH2:18][CH2:17][CH:16]([CH2:19][S:20]([C:23]2[CH:24]=[C:25]([C:29](=[O:40])[CH2:30][CH2:31][NH:32][C:33](=[O:39])[O:34][C:35]([CH3:36])([CH3:37])[CH3:38])[CH:26]=[CH:27][CH:28]=2)(=[O:21])=[O:22])[CH2:15][CH2:14]1, predict the reactants needed to synthesize it. The reactants are: [Cr](Cl)([O-])(=O)=O.[NH+]1C=CC=CC=1.[O:12]=[S:13]1(=[O:41])[CH2:18][CH2:17][CH:16]([CH2:19][S:20]([C:23]2[CH:24]=[C:25]([CH:29]([OH:40])[CH2:30][CH2:31][NH:32][C:33](=[O:39])[O:34][C:35]([CH3:38])([CH3:37])[CH3:36])[CH:26]=[CH:27][CH:28]=2)(=[O:22])=[O:21])[CH2:15][CH2:14]1. (7) Given the product [Cl:1][C:2]1([C:3]#[N:4])[CH2:16][CH:11]2[CH2:17][CH:5]1[CH:13]=[CH:12]2, predict the reactants needed to synthesize it. The reactants are: [Cl:1][C:2](=[CH2:5])[C:3]#[N:4].C1CC=CC=1.[C:11]1([CH3:17])[CH:16]=CC=[CH:13][CH:12]=1. (8) Given the product [CH3:1][C:2]1[O:6][N:5]=[C:4]([C:7]2[CH:8]=[CH:9][CH:10]=[CH:11][CH:12]=2)[C:3]=1[CH2:13][O:14][C:15]1[CH:23]=[CH:22][C:18]([C:19]([NH:32][CH2:31][CH:27]2[CH2:28][CH2:29][CH2:30][O:25][CH2:26]2)=[O:21])=[CH:17][N:16]=1, predict the reactants needed to synthesize it. The reactants are: [CH3:1][C:2]1[O:6][N:5]=[C:4]([C:7]2[CH:12]=[CH:11][CH:10]=[CH:9][CH:8]=2)[C:3]=1[CH2:13][O:14][C:15]1[CH:23]=[CH:22][C:18]([C:19]([OH:21])=O)=[CH:17][N:16]=1.Cl.[O:25]1[CH2:30][CH2:29][CH2:28][CH:27]([CH2:31][NH2:32])[CH2:26]1. (9) Given the product [CH3:7][N:8]1[CH:12]=[C:11]([S:13]([NH2:1])(=[O:15])=[O:14])[C:10]([C:17]([F:20])([F:19])[F:18])=[N:9]1, predict the reactants needed to synthesize it. The reactants are: [NH3:1].C1COCC1.[CH3:7][N:8]1[CH:12]=[C:11]([S:13](Cl)(=[O:15])=[O:14])[C:10]([C:17]([F:20])([F:19])[F:18])=[N:9]1. (10) Given the product [CH3:15][N:4]1[C:3](=[O:16])[C:2]([NH:27][C:26]2[CH:25]=[CH:24][C:23]([N:20]3[CH2:21][CH2:22][O:17][CH2:18][CH2:19]3)=[CH:29][CH:28]=2)=[C:6]([C:7]2[CH:12]=[CH:11][CH:10]=[CH:9][CH:8]=2)[S:5]1(=[O:14])=[O:13], predict the reactants needed to synthesize it. The reactants are: Cl[C:2]1[C:3](=[O:16])[N:4]([CH3:15])[S:5](=[O:14])(=[O:13])[C:6]=1[C:7]1[CH:12]=[CH:11][CH:10]=[CH:9][CH:8]=1.[O:17]1[CH2:22][CH2:21][N:20]([C:23]2[CH:29]=[CH:28][C:26]([NH2:27])=[CH:25][CH:24]=2)[CH2:19][CH2:18]1.